From a dataset of Acute oral toxicity (LD50) regression data from Zhu et al.. Regression/Classification. Given a drug SMILES string, predict its toxicity properties. Task type varies by dataset: regression for continuous values (e.g., LD50, hERG inhibition percentage) or binary classification for toxic/non-toxic outcomes (e.g., AMES mutagenicity, cardiotoxicity, hepatotoxicity). Dataset: ld50_zhu. The molecule is FC(F)(F)C(Cl)(Cl)C(F)(F)Cl. The rat oral LD50 is 1.20, given as -log10 of the dose in mol/kg body weight (higher means more acutely toxic).